Dataset: Full USPTO retrosynthesis dataset with 1.9M reactions from patents (1976-2016). Task: Predict the reactants needed to synthesize the given product. (1) Given the product [F:14][C:15]([F:27])([F:28])[C:16]1[CH:21]=[CH:20][C:19]([CH2:22][CH2:23][C:24]2[O:11][C:10]([C:8]3[CH:7]=[CH:6][C:5]4[NH:1][CH:2]=[N:3][C:4]=4[CH:9]=3)=[N:12][N:13]=2)=[CH:18][CH:17]=1, predict the reactants needed to synthesize it. The reactants are: [N:1]1[C:5]2[CH:6]=[CH:7][C:8]([C:10]([NH:12][NH2:13])=[O:11])=[CH:9][C:4]=2[NH:3][CH:2]=1.[F:14][C:15]([F:28])([F:27])[C:16]1[CH:21]=[CH:20][C:19]([CH2:22][CH2:23][C:24](O)=O)=[CH:18][CH:17]=1. (2) Given the product [C:3]([C:5]1[CH:6]=[C:7]([CH2:11][CH2:12][CH2:13][CH2:14][C@H:15]([NH:18][C:19](=[O:40])[C@H:20]([CH2:32][C:33]2[CH:38]=[CH:37][CH:36]=[C:35]([CH3:39])[CH:34]=2)[NH:21][C:22]2[CH:23]=[C:24]3[C:28](=[CH:29][CH:30]=2)[CH2:27][O:26][C:25]3=[O:31])[C:16]#[N:17])[CH:8]=[CH:9][CH:10]=1)([OH:4])=[O:2], predict the reactants needed to synthesize it. The reactants are: C[O:2][C:3]([C:5]1[CH:6]=[C:7]([CH2:11][CH2:12][CH2:13][CH2:14][C@H:15]([NH:18][C:19](=[O:40])[C@H:20]([CH2:32][C:33]2[CH:38]=[CH:37][CH:36]=[C:35]([CH3:39])[CH:34]=2)[NH:21][C:22]2[CH:23]=[C:24]3[C:28](=[CH:29][CH:30]=2)[CH2:27][O:26][C:25]3=[O:31])[C:16]#[N:17])[CH:8]=[CH:9][CH:10]=1)=[O:4].N#N.[Li+].[I-]. (3) Given the product [C:21]([NH:20][C:19](=[N:11][C@H:9]([C:6]1[CH:7]=[CH:8][C:3]([O:2][CH3:1])=[CH:4][CH:5]=1)[CH3:10])[O:18][C:15]1[CH:16]=[CH:17][CH:12]=[CH:13][CH:14]=1)#[N:22], predict the reactants needed to synthesize it. The reactants are: [CH3:1][O:2][C:3]1[CH:8]=[CH:7][C:6]([C@@H:9]([NH2:11])[CH3:10])=[CH:5][CH:4]=1.[CH:12]1[CH:17]=[CH:16][C:15]([O:18][C:19](OC2C=CC=CC=2)=[N:20][C:21]#[N:22])=[CH:14][CH:13]=1. (4) Given the product [C:19]([C:23]1[CH:33]=[CH:32][CH:31]=[CH:30][C:24]=1[O:25][CH2:26][CH2:27][N:28]([CH3:29])[C:7]([Cl:10])=[O:6])([CH3:22])([CH3:20])[CH3:21], predict the reactants needed to synthesize it. The reactants are: ClC(Cl)(OC(=O)[O:6][C:7]([Cl:10])(Cl)Cl)Cl.N1C=CC=CC=1.[C:19]([C:23]1[CH:33]=[CH:32][CH:31]=[CH:30][C:24]=1[O:25][CH2:26][CH2:27][NH:28][CH3:29])([CH3:22])([CH3:21])[CH3:20]. (5) Given the product [F:26][C:2]([F:1])([F:25])[O:3][C:4]1[CH:9]=[CH:8][C:7]([C:10]2[CH:14]=[CH:13][N:12]([C:15]3[CH:16]=[C:17]([CH:22]=[CH:23][CH:24]=3)[C:18]([OH:20])=[O:19])[N:11]=2)=[CH:6][CH:5]=1, predict the reactants needed to synthesize it. The reactants are: [F:1][C:2]([F:26])([F:25])[O:3][C:4]1[CH:9]=[CH:8][C:7]([C:10]2[CH:14]=[CH:13][N:12]([C:15]3[CH:16]=[C:17]([CH:22]=[CH:23][CH:24]=3)[C:18]([O:20]C)=[O:19])[N:11]=2)=[CH:6][CH:5]=1.[OH-].[Na+].